From a dataset of Reaction yield outcomes from USPTO patents with 853,638 reactions. Predict the reaction yield, written as a fraction of the theoretical maximum amount of product (1.0 means a 100% yield; for example, 0.34 means a 34% yield). The reactants are [CH2:1]([NH:3][CH2:4][CH2:5][NH:6][C:7]([C:9]1[NH:10][C:11]2[C:16]([CH:17]=1)=[CH:15][C:14]([N+:18]([O-:20])=[O:19])=[CH:13][CH:12]=2)=[O:8])[CH3:2].[C:21](O[C:21]([O:23][C:24]([CH3:27])([CH3:26])[CH3:25])=[O:22])([O:23][C:24]([CH3:27])([CH3:26])[CH3:25])=[O:22]. The catalyst is CN(C=O)C.C1COCC1. The product is [CH3:25][C:24]([O:23][C:21](=[O:22])[N:3]([CH2:1][CH3:2])[CH2:4][CH2:5][NH:6][C:7]([C:9]1[NH:10][C:11]2[C:16]([CH:17]=1)=[CH:15][C:14]([N+:18]([O-:20])=[O:19])=[CH:13][CH:12]=2)=[O:8])([CH3:27])[CH3:26]. The yield is 0.850.